From a dataset of Peptide-MHC class I binding affinity with 185,985 pairs from IEDB/IMGT. Regression. Given a peptide amino acid sequence and an MHC pseudo amino acid sequence, predict their binding affinity value. This is MHC class I binding data. (1) The peptide sequence is TIAVITETI. The MHC is HLA-A02:02 with pseudo-sequence HLA-A02:02. The binding affinity (normalized) is 0.644. (2) The peptide sequence is GLCQVFADA. The MHC is Patr-A0101 with pseudo-sequence Patr-A0101. The binding affinity (normalized) is 0. (3) The peptide sequence is SLFNWLWYE. The MHC is HLA-A69:01 with pseudo-sequence HLA-A69:01. The binding affinity (normalized) is 0.0847. (4) The peptide sequence is FANSKFTLV. The binding affinity (normalized) is 0.621. The MHC is HLA-A02:01 with pseudo-sequence HLA-A02:01. (5) The peptide sequence is FPVKPQVPLR. The MHC is HLA-B18:01 with pseudo-sequence HLA-B18:01. The binding affinity (normalized) is 0. (6) The peptide sequence is NEYRQYLDA. The MHC is HLA-B45:01 with pseudo-sequence HLA-B45:01. The binding affinity (normalized) is 0.575. (7) The peptide sequence is AIMQVFFGY. The MHC is HLA-A31:01 with pseudo-sequence HLA-A31:01. The binding affinity (normalized) is 0.435. (8) The peptide sequence is KFYGPFVDR. The MHC is HLA-A11:01 with pseudo-sequence HLA-A11:01. The binding affinity (normalized) is 0.164. (9) The peptide sequence is KIGVICSSY. The MHC is HLA-B40:01 with pseudo-sequence HLA-B40:01. The binding affinity (normalized) is 0.0847. (10) The binding affinity (normalized) is 0.213. The peptide sequence is SIFFDYMAI. The MHC is HLA-B27:05 with pseudo-sequence HLA-B27:05.